Dataset: Forward reaction prediction with 1.9M reactions from USPTO patents (1976-2016). Task: Predict the product of the given reaction. (1) Given the reactants N1C=CC=C(OC#CC2C=CC=CC=2)[CH:2]=1.[N:16]1[CH:21]=[CH:20][CH:19]=[C:18]([O:22][C:23]2[CH:30]=[CH:29][C:26]([CH:27]=O)=[C:25]([O:31][CH3:32])[CH:24]=2)[CH:17]=1, predict the reaction product. The product is: [C:27]([C:26]1[CH:29]=[CH:30][C:23]([O:22][C:18]2[CH:17]=[N:16][CH:21]=[CH:20][CH:19]=2)=[CH:24][C:25]=1[O:31][CH3:32])#[CH:2]. (2) The product is: [NH2:17][CH:16]=[C:13]1[C:12]([C:20]2[CH:25]=[CH:24][CH:23]=[CH:22][CH:21]=2)=[N:11][N:10]([C:2]2[NH:3][C:4]3[CH:9]=[CH:8][CH:7]=[CH:6][C:5]=3[N:1]=2)[C:14]1=[O:15]. Given the reactants [NH:1]1[C:5]2[CH:6]=[CH:7][CH:8]=[CH:9][C:4]=2[N:3]=[C:2]1[N:10]1[C:14](=[O:15])[C:13](=[CH:16][N:17](C)C)[C:12]([C:20]2[CH:25]=[CH:24][CH:23]=[CH:22][CH:21]=2)=[N:11]1.N, predict the reaction product.